Dataset: Peptide-MHC class II binding affinity with 134,281 pairs from IEDB. Task: Regression. Given a peptide amino acid sequence and an MHC pseudo amino acid sequence, predict their binding affinity value. This is MHC class II binding data. (1) The peptide sequence is YSDVETPHLMGWDYP. The MHC is DRB1_0101 with pseudo-sequence DRB1_0101. The binding affinity (normalized) is 0.438. (2) The peptide sequence is KGIQIIYTRNHEVKS. The MHC is DRB5_0101 with pseudo-sequence DRB5_0101. The binding affinity (normalized) is 0.728. (3) The peptide sequence is CYNAVLTHVKINDKC. The MHC is DRB1_0404 with pseudo-sequence DRB1_0404. The binding affinity (normalized) is 0.526. (4) The peptide sequence is GKKEEKKEEKKESGD. The MHC is HLA-DQA10301-DQB10302 with pseudo-sequence HLA-DQA10301-DQB10302. The binding affinity (normalized) is 0. (5) The peptide sequence is KGDEQKLRSAGEVEI. The MHC is HLA-DQA10102-DQB10602 with pseudo-sequence HLA-DQA10102-DQB10602. The binding affinity (normalized) is 0.126.